This data is from Reaction yield outcomes from USPTO patents with 853,638 reactions. The task is: Predict the reaction yield, written as a fraction of the theoretical maximum amount of product (1.0 means a 100% yield; for example, 0.34 means a 34% yield). (1) The reactants are [CH:1]1([NH:6][C:7]([C:9]2[CH:14]=[CH:13][C:12](B(O)O)=[CH:11][CH:10]=2)=[O:8])[CH2:5][CH2:4][CH2:3][CH2:2]1.Br[C:19]1[CH:24]=[CH:23][C:22]([O:25][CH2:26][CH:27]2[CH2:32][CH2:31][N:30]([C:33]([O:35][CH:36]([CH3:38])[CH3:37])=[O:34])[CH2:29][CH2:28]2)=[CH:21][CH:20]=1. No catalyst specified. The product is [CH:1]1([NH:6][C:7]([C:9]2[CH:14]=[CH:13][C:12]([C:19]3[CH:20]=[CH:21][C:22]([O:25][CH2:26][CH:27]4[CH2:28][CH2:29][N:30]([C:33]([O:35][CH:36]([CH3:38])[CH3:37])=[O:34])[CH2:31][CH2:32]4)=[CH:23][CH:24]=3)=[CH:11][CH:10]=2)=[O:8])[CH2:5][CH2:4][CH2:3][CH2:2]1. The yield is 0.120. (2) The reactants are C1CCN2C(=NCCC2)CC1.[Cl:12][C:13]1[CH:14]=[C:15]([C:23]2[S:27][C:26]([N:28]3[C:36]([CH3:37])=[C:31]4[CH2:32][NH:33][CH2:34][CH2:35][C:30]4=[N:29]3)=[N:25][N:24]=2)[CH:16]=[CH:17][C:18]=1[O:19][CH:20]([CH3:22])[CH3:21].[C:38]([O:42][C:43]([CH3:46])([CH3:45])[CH3:44])(=[O:41])[CH:39]=[CH2:40]. The catalyst is CN(C=O)C. The product is [Cl:12][C:13]1[CH:14]=[C:15]([C:23]2[S:27][C:26]([N:28]3[C:36]([CH3:37])=[C:31]4[CH2:32][N:33]([CH2:40][CH2:39][C:38]([O:42][C:43]([CH3:46])([CH3:45])[CH3:44])=[O:41])[CH2:34][CH2:35][C:30]4=[N:29]3)=[N:25][N:24]=2)[CH:16]=[CH:17][C:18]=1[O:19][CH:20]([CH3:22])[CH3:21]. The yield is 0.870. (3) The reactants are [CH3:1][C:2]1[N:3]([S:14]([C:17]2[CH:22]=[CH:21][CH:20]=[CH:19][CH:18]=2)(=[O:16])=[O:15])[C:4]([C:9]2[CH:13]=[CH:12][S:11][CH:10]=2)=[CH:5][C:6]=1[CH2:7][OH:8].C[N+]1([O-])CCOCC1. The catalyst is [Ru]([O-])(=O)(=O)=O.C([N+](CCC)(CCC)CCC)CC. The product is [CH3:1][C:2]1[N:3]([S:14]([C:17]2[CH:22]=[CH:21][CH:20]=[CH:19][CH:18]=2)(=[O:15])=[O:16])[C:4]([C:9]2[CH:13]=[CH:12][S:11][CH:10]=2)=[CH:5][C:6]=1[CH:7]=[O:8]. The yield is 0.760. (4) The reactants are [CH3:1][C:2]1[O:6][N:5]=[C:4]([C:7]2[CH:12]=[CH:11][CH:10]=[CH:9][CH:8]=2)[C:3]=1[CH2:13][O:14][C:15]1[CH:23]=[C:22]([C:24]([F:27])([F:26])[F:25])[C:18]([C:19](O)=[O:20])=[CH:17][N:16]=1.[CH:28]([NH2:31])([CH3:30])[CH3:29]. No catalyst specified. The product is [CH:28]([NH:31][C:19](=[O:20])[C:18]1[C:22]([C:24]([F:27])([F:25])[F:26])=[CH:23][C:15]([O:14][CH2:13][C:3]2[C:4]([C:7]3[CH:8]=[CH:9][CH:10]=[CH:11][CH:12]=3)=[N:5][O:6][C:2]=2[CH3:1])=[N:16][CH:17]=1)([CH3:30])[CH3:29]. The yield is 0.270.